This data is from Full USPTO retrosynthesis dataset with 1.9M reactions from patents (1976-2016). The task is: Predict the reactants needed to synthesize the given product. (1) Given the product [CH3:18][O:17][C:15]1[CH:14]=[CH:13][C:11]2[N:12]=[C:8]([C:5]3[CH:4]=[CH:3][C:2]([N:20]([CH3:21])[CH3:19])=[N:7][CH:6]=3)[S:9][C:10]=2[CH:16]=1, predict the reactants needed to synthesize it. The reactants are: F[C:2]1[N:7]=[CH:6][C:5]([C:8]2[S:9][C:10]3[CH:16]=[C:15]([O:17][CH3:18])[CH:14]=[CH:13][C:11]=3[N:12]=2)=[CH:4][CH:3]=1.[CH3:19][NH:20][CH3:21].O. (2) Given the product [F:20][C:21]1[C:26]([O:27][CH3:28])=[CH:25][C:24]2[C:29]3([CH2:39][O:40][C:23]=2[CH:22]=1)[C:37]1[C:32](=[CH:33][CH:34]=[CH:35][CH:36]=1)[N:31]([CH2:2][C:3]1[O:7][C:6]([C:8]([F:11])([F:10])[F:9])=[CH:5][CH:4]=1)[C:30]3=[O:38], predict the reactants needed to synthesize it. The reactants are: Br[CH2:2][C:3]1[O:7][C:6]([C:8]([F:11])([F:10])[F:9])=[CH:5][CH:4]=1.BrCC1CCCCO1.[F:20][C:21]1[C:26]([O:27][CH3:28])=[CH:25][C:24]2[C:29]3([CH2:39][O:40][C:23]=2[CH:22]=1)[C:37]1[C:32](=[CH:33][CH:34]=[CH:35][CH:36]=1)[NH:31][C:30]3=[O:38]. (3) Given the product [CH3:1][S:2]([C:5]1[CH:10]=[CH:9][C:8]([C:11]2[N:12]=[CH:13][C:14]([O:17][CH2:18][CH:19]3[CH2:24][CH2:23][N:22]([C:31]#[N:30])[CH2:21][CH2:20]3)=[CH:15][CH:16]=2)=[CH:7][CH:6]=1)(=[O:3])=[O:4], predict the reactants needed to synthesize it. The reactants are: [CH3:1][S:2]([C:5]1[CH:10]=[CH:9][C:8]([C:11]2[CH:16]=[CH:15][C:14]([O:17][CH2:18][CH:19]3[CH2:24][CH2:23][NH:22][CH2:21][CH2:20]3)=[CH:13][N:12]=2)=[CH:7][CH:6]=1)(=[O:4])=[O:3].CC([O-])=O.[Na+].[N:30]#[C:31]Br. (4) Given the product [NH2:34][CH2:33][C:32]([NH:31][CH2:30][CH2:29][NH:28][C:26](=[O:27])[CH2:25][C@@H:10]1[N:9]=[C:8]([C:5]2[CH:4]=[CH:3][C:2]([Cl:1])=[CH:7][CH:6]=2)[C:14]2[CH:15]=[C:16]([O:19][CH3:20])[CH:17]=[CH:18][C:13]=2[N:12]2[C:21]([CH3:24])=[N:22][N:23]=[C:11]12)=[O:42], predict the reactants needed to synthesize it. The reactants are: [Cl:1][C:2]1[CH:7]=[CH:6][C:5]([C:8]2[C:14]3[CH:15]=[C:16]([O:19][CH3:20])[CH:17]=[CH:18][C:13]=3[N:12]3[C:21]([CH3:24])=[N:22][N:23]=[C:11]3[C@H:10]([CH2:25][C:26]([NH:28][CH2:29][CH2:30][NH:31][C:32](=[O:42])[CH2:33][NH:34]C(=O)OC(C)(C)C)=[O:27])[N:9]=2)=[CH:4][CH:3]=1.C(O)(C(F)(F)F)=O.[OH-].[K+]. (5) Given the product [C:31]([CH2:30][N:25]1[CH:23]2[CH2:22][CH2:21][CH:20]1[CH2:19][C:18](=[C:11]([C:12]1[CH:17]=[CH:16][CH:15]=[CH:14][CH:13]=1)[C:8]1[CH:7]=[CH:6][C:5]([C:4]([NH:3][CH2:27][CH3:28])=[O:26])=[CH:10][CH:9]=1)[CH2:24]2)#[N:32], predict the reactants needed to synthesize it. The reactants are: C([N:3]([CH2:27][CH3:28])[C:4](=[O:26])[C:5]1[CH:10]=[CH:9][C:8]([C:11](=[C:18]2[CH2:24][CH:23]3[NH:25][CH:20]([CH2:21][CH2:22]3)[CH2:19]2)[C:12]2[CH:17]=[CH:16][CH:15]=[CH:14][CH:13]=2)=[CH:7][CH:6]=1)C.I[CH2:30][C:31]#[N:32].C(Br)C=C. (6) Given the product [OH:15][C@H:7]1[C@H:6]([NH:5][C:30]([O:29][C:25]([CH3:28])([CH3:27])[CH3:26])=[O:31])[CH2:11][CH2:10][C@@H:9]([C:12]([NH2:14])=[O:13])[CH2:8]1, predict the reactants needed to synthesize it. The reactants are: C(O)(=O)C.[NH2:5][C@@H:6]1[CH2:11][CH2:10][C@@H:9]([C:12]([NH2:14])=[O:13])[CH2:8][C@H:7]1[OH:15].C(N(CC)C(C)C)(C)C.[C:25]([O:29][C:30](O[C:30]([O:29][C:25]([CH3:28])([CH3:27])[CH3:26])=[O:31])=[O:31])([CH3:28])([CH3:27])[CH3:26]. (7) Given the product [F:20][C:15]1[CH:16]=[CH:17][CH:18]=[CH:19][C:14]=1[C:11]1[CH:12]=[CH:13][C:8]2[N:7]=[C:24]([C:26]3[CH:31]=[CH:30][CH:29]=[C:28]([N:32]4[CH:36]=[CH:35][N:34]=[CH:33]4)[CH:27]=3)[CH2:23][C:22](=[O:37])[NH:21][C:9]=2[CH:10]=1, predict the reactants needed to synthesize it. The reactants are: C(OC(=O)[NH:7][C:8]1[CH:13]=[CH:12][C:11]([C:14]2[CH:19]=[CH:18][CH:17]=[CH:16][C:15]=2[F:20])=[CH:10][C:9]=1[NH:21][C:22](=[O:37])[CH2:23][C:24]([C:26]1[CH:31]=[CH:30][CH:29]=[C:28]([N:32]2[CH:36]=[CH:35][N:34]=[CH:33]2)[CH:27]=1)=O)(C)(C)C.C(O)(C(F)(F)F)=O. (8) The reactants are: Br[CH:2]([CH2:15][CH2:16][CH2:17][CH3:18])[C:3]([O:5][C@H:6]([CH3:14])[C:7](=[O:13])[N:8]1[CH2:12][CH2:11][CH2:10][CH2:9]1)=[O:4].[Na+].[I-].C(N(CC)CC)C.[CH3:28][O:29][C:30]1[CH:36]=[CH:35][C:33]([NH2:34])=[CH:32][CH:31]=1.S([O-])([O-])=O.[Na+].[Na+]. Given the product [CH3:28][O:29][C:30]1[CH:36]=[CH:35][C:33]([NH:34][CH:2]([CH2:15][CH2:16][CH2:17][CH3:18])[C:3]([O:5][C@@H:6]([CH3:14])[C:7](=[O:13])[N:8]2[CH2:12][CH2:11][CH2:10][CH2:9]2)=[O:4])=[CH:32][CH:31]=1, predict the reactants needed to synthesize it. (9) Given the product [Cl:1][C:2]1[CH:3]=[C:4]([C:12]2[S:13][C:14]([C:17]3[C:18]([CH2:35][CH3:36])=[C:19]([CH2:23][N:24]4[CH2:25][CH2:26][CH:27]([C:30]([OH:32])=[O:31])[CH2:28][CH2:29]4)[CH:20]=[CH:21][CH:22]=3)=[CH:15][N:16]=2)[CH:5]=[CH:6][C:7]=1[O:8][CH:9]([CH3:11])[CH3:10], predict the reactants needed to synthesize it. The reactants are: [Cl:1][C:2]1[CH:3]=[C:4]([C:12]2[S:13][C:14]([C:17]3[C:18]([CH2:35][CH3:36])=[C:19]([CH2:23][N:24]4[CH2:29][CH2:28][CH:27]([C:30]([O:32]CC)=[O:31])[CH2:26][CH2:25]4)[CH:20]=[CH:21][CH:22]=3)=[CH:15][N:16]=2)[CH:5]=[CH:6][C:7]=1[O:8][CH:9]([CH3:11])[CH3:10].[OH-].[Na+].